From a dataset of Full USPTO retrosynthesis dataset with 1.9M reactions from patents (1976-2016). Predict the reactants needed to synthesize the given product. (1) Given the product [Cl:26][C:23]1[CH:24]=[CH:25][C:20]([S:19][C:4]2[C:3]3[C:2]([CH:35]([OH:37])[CH3:36])=[CH:10][C:9]([F:11])=[CH:8][C:7]=3[N:6]3[CH2:12][CH2:13][CH:14]([CH2:15][C:16]([OH:18])=[O:17])[C:5]=23)=[CH:21][CH:22]=1, predict the reactants needed to synthesize it. The reactants are: Br[C:2]1[C:3]2[C:4]([S:19][C:20]3[CH:25]=[CH:24][C:23]([Cl:26])=[CH:22][CH:21]=3)=[C:5]3[CH:14]([CH2:15][C:16]([OH:18])=[O:17])[CH2:13][CH2:12][N:6]3[C:7]=2[CH:8]=[C:9]([F:11])[CH:10]=1.C[Mg+].[Br-].[Li]C(CC)C.[CH:35](=[O:37])[CH3:36]. (2) Given the product [F:1][C:2]([F:16])([F:15])[C:3]1[CH:4]=[C:5]([CH:8]=[C:9]([C:11]([F:14])([F:13])[F:12])[CH:10]=1)[CH2:6][NH:23][C:21]1[N:20]=[N:19][N:18]([CH3:17])[CH:22]=1, predict the reactants needed to synthesize it. The reactants are: [F:1][C:2]([F:16])([F:15])[C:3]1[CH:4]=[C:5]([CH:8]=[C:9]([C:11]([F:14])([F:13])[F:12])[CH:10]=1)[CH:6]=O.[CH3:17][N:18]1[CH:22]=[C:21]([NH2:23])[N:20]=[N:19]1.[BH4-].[Na+].FC(F)(F)CC1C=C(C=C(CC(F)(F)F)C=1)CNC1N=NN(C)N=1. (3) The reactants are: [F:1][C:2]([F:29])([F:28])[C:3]([NH:5][CH2:6][C:7]1[CH:11]=[C:10]([C:12]2[CH:17]=[CH:16][CH:15]=[CH:14][CH:13]=2)[N:9]([S:18]([C:21]2[CH:26]=[CH:25][C:24]([CH3:27])=[CH:23][CH:22]=2)(=[O:20])=[O:19])[CH:8]=1)=[O:4].B.[OH2:31]. Given the product [F:1][C:2]([F:29])([F:28])[C:3]([OH:31])=[O:4].[F:29][C:2]([F:1])([F:28])[CH2:3][NH:5][CH2:6][C:7]1[CH:11]=[C:10]([C:12]2[CH:13]=[CH:14][CH:15]=[CH:16][CH:17]=2)[N:9]([S:18]([C:21]2[CH:22]=[CH:23][C:24]([CH3:27])=[CH:25][CH:26]=2)(=[O:20])=[O:19])[CH:8]=1, predict the reactants needed to synthesize it. (4) Given the product [F:17][C:18]1([F:24])[CH2:23][CH2:22][CH2:21][N:20]([C:13]([C:9]2[CH:10]=[N:11][O:12][C:8]=2[C:5]2[CH:4]=[CH:3][C:2]([CH3:1])=[CH:7][CH:6]=2)=[O:15])[CH2:19]1, predict the reactants needed to synthesize it. The reactants are: [CH3:1][C:2]1[CH:7]=[CH:6][C:5]([C:8]2[O:12][N:11]=[CH:10][C:9]=2[C:13]([OH:15])=O)=[CH:4][CH:3]=1.Cl.[F:17][C:18]1([F:24])[CH2:23][CH2:22][CH2:21][NH:20][CH2:19]1. (5) Given the product [C:20]([NH:19][C:3]1[C:2]([F:1])=[CH:7][C:6]([N+:8]([O-:10])=[O:9])=[C:5]([CH:4]=1)[O:11][C:12]1[CH:17]=[CH:16][CH:15]=[CH:14][C:13]=1[O:18][CH2:30][C:31]([O:33][CH3:34])=[O:32])(=[O:22])[CH3:21], predict the reactants needed to synthesize it. The reactants are: [F:1][C:2]1[CH:7]=[C:6]([N+:8]([O-:10])=[O:9])[C:5]([O:11][C:12]2[CH:17]=[CH:16][CH:15]=[CH:14][C:13]=2[OH:18])=[CH:4][C:3]=1[NH:19][C:20](=[O:22])[CH3:21].C(=O)([O-])[O-].[K+].[K+].Br[CH2:30][C:31]([O:33][CH3:34])=[O:32].O. (6) Given the product [CH:25]1([CH:24]=[C:23]([C:11]2[NH:10][C:14]3=[N:15][CH:16]=[C:17]([O:19][CH:20]([CH3:21])[CH3:22])[CH:18]=[C:13]3[CH:12]=2)[C:30]2[CH:35]=[CH:34][C:33]([S:36]([CH3:39])(=[O:38])=[O:37])=[CH:32][CH:31]=2)[CH2:29][CH2:28][CH2:27][CH2:26]1, predict the reactants needed to synthesize it. The reactants are: C1(S([N:10]2[C:14]3=[N:15][CH:16]=[C:17]([O:19][CH:20]([CH3:22])[CH3:21])[CH:18]=[C:13]3[CH:12]=[C:11]2[C:23]([C:30]2[CH:35]=[CH:34][C:33]([S:36]([CH3:39])(=[O:38])=[O:37])=[CH:32][CH:31]=2)=[CH:24][CH:25]2[CH2:29][CH2:28][CH2:27][CH2:26]2)(=O)=O)C=CC=CC=1.[F-].C([N+](CCCC)(CCCC)CCCC)CCC. (7) Given the product [Cl:37][C:38]1[CH:45]=[CH:44][C:15]([CH2:12][O:11][C:9]([NH:16][C:17]2[CH:18]=[C:19]([CH2:26][CH:27]([O:33][CH:34]([CH3:35])[CH3:36])[C:28]([OH:30])=[O:29])[CH:20]=[CH:21][C:22]=2[O:23][CH2:24][CH3:25])=[O:10])=[CH:40][CH:39]=1, predict the reactants needed to synthesize it. The reactants are: [C:9](O[C:9]([O:11][C:12]([CH3:15])(C)C)=[O:10])([O:11][C:12](C)(C)[CH3:15])=[O:10].[NH2:16][C:17]1[CH:18]=[C:19]([CH2:26][CH:27]([O:33][CH:34]([CH3:36])[CH3:35])[C:28]([O:30]CC)=[O:29])[CH:20]=[CH:21][C:22]=1[O:23][CH2:24][CH3:25].[Cl:37][C:38]1[CH:45]=[CH:44]C(CO)=[CH:40][CH:39]=1. (8) Given the product [CH3:1][O:2][C:3]1[CH:12]=[C:11]2[C:6]([C:7]([O:15][Si:16]([CH3:17])([CH3:19])[CH3:18])([C:13]#[N:14])[CH2:8][CH2:9][O:10]2)=[CH:5][CH:4]=1.[CH3:1][O:2][C:3]1[CH:12]=[C:11]2[C:6]([CH:21]([C:20]([OH:23])=[O:22])[CH2:8][CH2:9][O:10]2)=[CH:5][CH:4]=1, predict the reactants needed to synthesize it. The reactants are: [CH3:1][O:2][C:3]1[CH:12]=[C:11]2[C:6]([C:7]([O:15][Si:16]([CH3:19])([CH3:18])[CH3:17])([C:13]#[N:14])[CH2:8][CH2:9][O:10]2)=[CH:5][CH:4]=1.[C:20]([OH:23])(=[O:22])[CH3:21]. (9) Given the product [CH3:17][C:14]([CH3:15])([CH3:16])[CH2:13][NH:12][C:10]([C:8]1[CH:9]=[C:4]([C:2]([NH2:1])=[O:3])[C:5]([C:18]2[C:23]([CH3:24])=[C:22]([F:25])[CH:21]=[C:20]([C:26]([NH:60][CH2:61][CH2:62][OH:63])=[O:28])[CH:19]=2)=[CH:6][CH:7]=1)=[O:11], predict the reactants needed to synthesize it. The reactants are: [NH2:1][C:2]([C:4]1[CH:9]=[C:8]([C:10]([NH:12][CH2:13][C:14]([CH3:17])([CH3:16])[CH3:15])=[O:11])[CH:7]=[CH:6][C:5]=1[C:18]1[C:23]([CH3:24])=[C:22]([F:25])[CH:21]=[C:20]([C:26]([OH:28])=O)[CH:19]=1)=[O:3].CN(C(ON1N=NC2C=CC=CC1=2)=[N+](C)C)C.F[P-](F)(F)(F)(F)F.CCN(CC)CC.[NH2:60][CH2:61][CH2:62][OH:63]. (10) The reactants are: [CH3:1][N:2]1[CH2:7][CH2:6][CH:5]([OH:8])[CH2:4][CH2:3]1.CC(C)([O-])C.[K+].F[C:16]1[CH:21]=[CH:20][C:19]([C:22]([F:25])([F:24])[F:23])=[CH:18][C:17]=1[N+:26]([O-:28])=[O:27]. Given the product [CH3:1][N:2]1[CH2:7][CH2:6][CH:5]([O:8][C:16]2[CH:21]=[CH:20][C:19]([C:22]([F:25])([F:23])[F:24])=[CH:18][C:17]=2[N+:26]([O-:28])=[O:27])[CH2:4][CH2:3]1, predict the reactants needed to synthesize it.